Dataset: Full USPTO retrosynthesis dataset with 1.9M reactions from patents (1976-2016). Task: Predict the reactants needed to synthesize the given product. The reactants are: [CH2:1](CP(O)(O)=O)[CH2:2][C@@H:3](N)[C:4]([OH:6])=[O:5].CC1[N:24]([C:25]([NH:27]C)=O)[N:23]=[C:22]([C:29]2C=CC(N)=C[CH:34]=2)[C:21]2[CH:20]=[C:19]3O[CH2:37][O:38][C:18]3=[CH:17][C:16]=2C1.C[C@@H](C(O)=O)C[C@H](N)C(O)=O.[C@@H]1(C(O)=O)C([C@H](N)C(O)=O)[C@H]1C(O)=O.C1C(Cl)=C(S(N)(=O)=O)C=C2S(NC(C3C4C=CC(C4)C3)NC=12)(=O)=O.CC1C(=O)N(CC2C=CSC=2C(O)=O)C(=O)N(C[C@H](N)C(O)=O)C=1.C[N+]1(C)[C@@H]2[C@@H]3O[C@@H]3[C@H]1CC(OC([C@@H](C1C=CC=CC=1)CO)=O)C2.[N+]([O-])([O-])=O.CC[C@@H]1C(=O)OC[C@@H]1CC1N(C)C=NC=1.Cl.CN1C(=O)CN=C(C2C=CC=CC=2)C2C=C(Cl)C=CC1=2. Given the product [CH3:37][O:38][C:18]1[CH:17]=[CH:16][C:21]([C:22]2[CH:29]=[CH:34][C:25](=[NH:27])[N:24]([CH2:1][CH2:2][CH2:3][C:4]([OH:6])=[O:5])[N:23]=2)=[CH:20][CH:19]=1, predict the reactants needed to synthesize it.